Task: Predict the reaction yield, written as a fraction of the theoretical maximum amount of product (1.0 means a 100% yield; for example, 0.34 means a 34% yield).. Dataset: Reaction yield outcomes from USPTO patents with 853,638 reactions (1) The reactants are CO[C:3](=[O:23])[C:4]1[CH:9]=[C:8]([C:10]2[N:11]([CH:15]([CH3:17])[CH3:16])[N:12]=[CH:13][CH:14]=2)[C:7]([C:18]([F:21])([F:20])[F:19])=[CH:6][C:5]=1[NH2:22].CC[N:26]([CH2:29]C)CC.[CH3:31][S:32]([NH:35]N)(=[O:34])=[O:33].[OH-:37].[Na+]. The catalyst is C(Cl)Cl. The product is [F:20][C:18]([F:19])([F:21])[C:7]1[CH:6]=[C:5]2[C:4]([C:3](=[O:23])[N:26]([NH:35][S:32]([CH3:31])(=[O:34])=[O:33])[C:29](=[O:37])[NH:22]2)=[CH:9][C:8]=1[C:10]1[N:11]([CH:15]([CH3:16])[CH3:17])[N:12]=[CH:13][CH:14]=1. The yield is 0.420. (2) The reactants are [N:1]([CH2:4][C:5]1[CH:10]=[CH:9][C:8]([F:11])=[CH:7][C:6]=1[S:12]([N:15]([CH3:17])[CH3:16])(=[O:14])=[O:13])=[N+]=[N-].C1(P(C2C=CC=CC=2)C2C=CC=CC=2)C=CC=CC=1. The catalyst is O1CCCC1.O. The product is [NH2:1][CH2:4][C:5]1[CH:10]=[CH:9][C:8]([F:11])=[CH:7][C:6]=1[S:12]([N:15]([CH3:17])[CH3:16])(=[O:13])=[O:14]. The yield is 0.350. (3) The reactants are [Cl:1][C:2]1[CH:3]=[C:4]([N:8]2[C:12]([C:13]3[CH:18]=[CH:17][CH:16]=[C:15]([S:19][C:20]([F:23])([F:22])[F:21])[CH:14]=3)=[CH:11][C:10]([C:24]([O:26]CC)=[O:25])=[N:9]2)[CH:5]=[CH:6][CH:7]=1.[OH-].[K+]. No catalyst specified. The product is [Cl:1][C:2]1[CH:3]=[C:4]([N:8]2[C:12]([C:13]3[CH:18]=[CH:17][CH:16]=[C:15]([S:19][C:20]([F:22])([F:23])[F:21])[CH:14]=3)=[CH:11][C:10]([C:24]([OH:26])=[O:25])=[N:9]2)[CH:5]=[CH:6][CH:7]=1. The yield is 0.870. (4) The reactants are [NH:1]1[CH2:5][CH2:4][C:3]2([CH2:10][CH:9]3[CH2:11][N:6]2[CH2:7][CH2:8]3)[CH2:2]1.Br[C:13]1[CH:14]=[N:15][CH:16]=[CH:17][CH:18]=1.CC(C)([O-])C.[K+]. The catalyst is C1(C)C=CC=CC=1.C1C=CC(/C=C/C(/C=C/C2C=CC=CC=2)=O)=CC=1.C1C=CC(/C=C/C(/C=C/C2C=CC=CC=2)=O)=CC=1.C1C=CC(/C=C/C(/C=C/C2C=CC=CC=2)=O)=CC=1.[Pd].[Pd].C1(P(C2C=CC=CC=2)C2C=CC3C(=CC=CC=3)C=2C2C3C(=CC=CC=3)C=CC=2P(C2C=CC=CC=2)C2C=CC=CC=2)C=CC=CC=1. The product is [N:15]1[CH:16]=[CH:17][CH:18]=[C:13]([N:1]2[CH2:5][CH2:4][C:3]3([CH2:10][CH:9]4[CH2:11][N:6]3[CH2:7][CH2:8]4)[CH2:2]2)[CH:14]=1. The yield is 0.790. (5) The reactants are N1C=CC=CC=1.C(B1OB(C=C)OB([CH:17]=[CH2:18])O1)=C.[OH:19][C:20]1[C:21]([N+:30]([O-:32])=[O:31])=[C:22]([CH:27]=[CH:28][CH:29]=1)[C:23]([O:25][CH3:26])=[O:24].N1C=CC=CC=1.C(O)(C(F)(F)F)=O. The catalyst is C([O-])(=O)C.[Cu+2].C([O-])(=O)C.O.CO.ClCCl. The product is [N+:30]([C:21]1[C:20]([O:19][CH:17]=[CH2:18])=[CH:29][CH:28]=[CH:27][C:22]=1[C:23]([O:25][CH3:26])=[O:24])([O-:32])=[O:31]. The yield is 0.504.